This data is from Reaction yield outcomes from USPTO patents with 853,638 reactions. The task is: Predict the reaction yield, written as a fraction of the theoretical maximum amount of product (1.0 means a 100% yield; for example, 0.34 means a 34% yield). (1) The catalyst is O. The product is [OH:27][C:28]1[N:1]([C:3]2[CH:18]=[CH:17][C:6]([C:7](=[O:8])[NH:9][CH2:10][CH:11]3[CH2:16][CH2:15][O:14][CH2:13][CH2:12]3)=[CH:5][N:4]=2)[N:2]=[CH:35][C:29]=1[C:30]([O:32][CH2:33][CH3:34])=[O:31]. The yield is 0.745. The reactants are [NH:1]([C:3]1[CH:18]=[CH:17][C:6]([C:7]([NH:9][CH2:10][CH:11]2[CH2:16][CH2:15][O:14][CH2:13][CH2:12]2)=[O:8])=[CH:5][N:4]=1)[NH2:2].C(=O)([O-])[O-].[K+].[K+].C([O:27][CH:28]=[C:29]([C:35](OCC)=O)[C:30]([O:32][CH2:33][CH3:34])=[O:31])C.Cl. (2) The reactants are [CH3:1][O:2][CH2:3][C@H:4]([CH3:33])[O:5][C:6]1[CH:7]=[C:8]([CH:20]=[C:21]([C:23]2[NH:24][C:25]([C:28]3[S:29][CH:30]=[CH:31][N:32]=3)=[CH:26][CH:27]=2)[CH:22]=1)[O:9][C:10]1[CH:18]=[CH:17][C:13]([C:14]([OH:16])=O)=[CH:12][C:11]=1[CH3:19].Cl.[NH:35]1[CH2:38][CH2:37][CH2:36]1.CN(C(ON1N=NC2C=CC=NC1=2)=[N+](C)C)C.F[P-](F)(F)(F)(F)F.C(N(CC)C(C)C)(C)C. The catalyst is ClCCl. The product is [N:35]1([C:14]([C:13]2[CH:17]=[CH:18][C:10]([O:9][C:8]3[CH:20]=[C:21]([C:23]4[NH:24][C:25]([C:28]5[S:29][CH:30]=[CH:31][N:32]=5)=[CH:26][CH:27]=4)[CH:22]=[C:6]([O:5][C@@H:4]([CH3:33])[CH2:3][O:2][CH3:1])[CH:7]=3)=[C:11]([CH3:19])[CH:12]=2)=[O:16])[CH2:38][CH2:37][CH2:36]1. The yield is 0.920. (3) The catalyst is O1CCCC1.O. The product is [Cl:13][C:14]1[C:15]2[N:22]([CH3:23])[C:21]([C:1]#[N:4])=[CH:20][C:16]=2[N:17]=[CH:18][N:19]=1. The reactants are [CH:1]([NH:4]C(C)C)(C)C.C([Li])CCC.[Cl:13][C:14]1[C:15]2[N:22]([CH3:23])[CH:21]=[CH:20][C:16]=2[N:17]=[CH:18][N:19]=1.C1(C)C=CC(S(C#N)(=O)=O)=CC=1. The yield is 0.460. (4) The reactants are [Cl:1][CH2:2][C:3]1[CH:8]=[CH:7][N:6]=[C:5]([NH2:9])[CH:4]=1.[CH2:10]([N:12]=[C:13]=[O:14])[CH3:11]. The catalyst is CN(C=O)C.CCOC(C)=O. The product is [Cl:1][CH2:2][C:3]1[CH:8]=[CH:7][N:6]=[C:5]([NH:9][C:13]([NH:12][CH2:10][CH3:11])=[O:14])[CH:4]=1. The yield is 0.730. (5) The reactants are [B-](F)(F)(F)F.[B-](F)(F)(F)F.C1[N+]2(CCl)CC[N+]([F:21])(CC2)C1.[NH2:22][C:23]1[CH:33]=[C:32]([Cl:34])[C:31]([C:35]([F:38])([F:37])[F:36])=[CH:30][C:24]=1[C:25]([O:27][CH2:28][CH3:29])=[O:26]. The catalyst is C(#N)C. The product is [NH2:22][C:23]1[C:33]([F:21])=[C:32]([Cl:34])[C:31]([C:35]([F:38])([F:36])[F:37])=[CH:30][C:24]=1[C:25]([O:27][CH2:28][CH3:29])=[O:26]. The yield is 0.270. (6) The reactants are [CH2:1]([C:4]1[N:8]([CH2:9][C:10]2[CH:30]=[CH:29][C:13]3[C:14](=[CH:23]/[C:24](/[NH:27][OH:28])=[N:25]\[H])[C:15]4[CH:22]=[CH:21][CH:20]=[CH:19][C:16]=4[CH2:17][CH2:18][C:12]=3[CH:11]=2)[C:7]2[CH:31]=[CH:32][CH:33]=[CH:34][C:6]=2[N:5]=1)[CH2:2][CH3:3].C(N(CC)CC)C.[F:42][C:43]([F:54])([F:53])[C:44](O[C:44](=O)[C:43]([F:54])([F:53])[F:42])=O.O. The catalyst is ClCCl. The product is [CH2:1]([C:4]1[N:8]([CH2:9][C:10]2[CH:30]=[CH:29][C:13]3/[C:14](=[CH:23]/[C:24]4[N:25]=[C:44]([C:43]([F:54])([F:53])[F:42])[O:28][N:27]=4)/[C:15]4[CH:22]=[CH:21][CH:20]=[CH:19][C:16]=4[CH2:17][CH2:18][C:12]=3[CH:11]=2)[C:7]2[CH:31]=[CH:32][CH:33]=[CH:34][C:6]=2[N:5]=1)[CH2:2][CH3:3]. The yield is 0.490. (7) The reactants are [F:1][C:2]([Si](C)(C)C)([F:4])[F:3].[F-].[K+].CN1CCCC1=O.[CH:18]([C:22]1[C:23]([Cl:31])=[N:24][C:25]([S:29][CH3:30])=[N:26][C:27]=1I)([CH2:20][CH3:21])[CH3:19]. The catalyst is [Cu](I)I.O. The product is [CH:18]([C:22]1[C:23]([Cl:31])=[N:24][C:25]([S:29][CH3:30])=[N:26][C:27]=1[C:2]([F:4])([F:3])[F:1])([CH2:20][CH3:21])[CH3:19]. The yield is 0.830.